Task: Regression. Given two drug SMILES strings and cell line genomic features, predict the synergy score measuring deviation from expected non-interaction effect.. Dataset: NCI-60 drug combinations with 297,098 pairs across 59 cell lines (1) Drug 2: C(CN)CNCCSP(=O)(O)O. Drug 1: CC1=CC=C(C=C1)C2=CC(=NN2C3=CC=C(C=C3)S(=O)(=O)N)C(F)(F)F. Synergy scores: CSS=-1.71, Synergy_ZIP=-0.922, Synergy_Bliss=-9.10, Synergy_Loewe=-0.343, Synergy_HSA=-10.8. Cell line: HCT-15. (2) Drug 1: CC1=C(C=C(C=C1)C(=O)NC2=CC(=CC(=C2)C(F)(F)F)N3C=C(N=C3)C)NC4=NC=CC(=N4)C5=CN=CC=C5. Drug 2: CC1CCC2CC(C(=CC=CC=CC(CC(C(=O)C(C(C(=CC(C(=O)CC(OC(=O)C3CCCCN3C(=O)C(=O)C1(O2)O)C(C)CC4CCC(C(C4)OC)OCCO)C)C)O)OC)C)C)C)OC. Cell line: EKVX. Synergy scores: CSS=-5.41, Synergy_ZIP=9.17, Synergy_Bliss=7.84, Synergy_Loewe=3.35, Synergy_HSA=2.01. (3) Drug 1: C1=CC=C(C=C1)NC(=O)CCCCCCC(=O)NO. Drug 2: CNC(=O)C1=NC=CC(=C1)OC2=CC=C(C=C2)NC(=O)NC3=CC(=C(C=C3)Cl)C(F)(F)F. Cell line: OVCAR-5. Synergy scores: CSS=15.9, Synergy_ZIP=-7.56, Synergy_Bliss=-1.03, Synergy_Loewe=-31.5, Synergy_HSA=-2.79. (4) Drug 1: CCC1(C2=C(COC1=O)C(=O)N3CC4=CC5=C(C=CC(=C5CN(C)C)O)N=C4C3=C2)O.Cl. Drug 2: CC1CCCC2(C(O2)CC(NC(=O)CC(C(C(=O)C(C1O)C)(C)C)O)C(=CC3=CSC(=N3)C)C)C. Cell line: SK-MEL-28. Synergy scores: CSS=36.2, Synergy_ZIP=-2.82, Synergy_Bliss=-0.330, Synergy_Loewe=-4.31, Synergy_HSA=3.85. (5) Drug 1: CN1CCC(CC1)COC2=C(C=C3C(=C2)N=CN=C3NC4=C(C=C(C=C4)Br)F)OC. Drug 2: C1=CC(=CC=C1CCCC(=O)O)N(CCCl)CCCl. Cell line: A498. Synergy scores: CSS=37.1, Synergy_ZIP=-6.96, Synergy_Bliss=0.394, Synergy_Loewe=3.14, Synergy_HSA=3.80.